This data is from Reaction yield outcomes from USPTO patents with 853,638 reactions. The task is: Predict the reaction yield, written as a fraction of the theoretical maximum amount of product (1.0 means a 100% yield; for example, 0.34 means a 34% yield). The reactants are C(OCC)(=O)C.[ClH:7].[C:8]([C:10]1[C:11]([NH:40][C:41]([C:43]2[O:44][CH:45]=[CH:46][CH:47]=2)=[O:42])=[N:12][C:13]([C:32]2[CH:37]=[CH:36][C:35]([F:38])=[CH:34][C:33]=2[OH:39])=[CH:14][C:15]=1[C:16]1[CH:21]=[CH:20][CH:19]=[C:18]([NH:22][C:23](=[O:31])[CH2:24][CH:25]([NH:28][CH2:29][CH3:30])[CH2:26][CH3:27])[CH:17]=1)#[N:9]. The catalyst is C(OCC)(=O)C. The product is [ClH:7].[C:8]([C:10]1[C:11]([NH:40][C:41]([C:43]2[O:44][CH:45]=[CH:46][CH:47]=2)=[O:42])=[N:12][C:13]([C:32]2[CH:37]=[CH:36][C:35]([F:38])=[CH:34][C:33]=2[OH:39])=[CH:14][C:15]=1[C:16]1[CH:21]=[CH:20][CH:19]=[C:18]([NH:22][C:23](=[O:31])[CH2:24][CH:25]([NH:28][CH2:29][CH3:30])[CH2:26][CH3:27])[CH:17]=1)#[N:9]. The yield is 0.880.